Dataset: Peptide-MHC class II binding affinity with 134,281 pairs from IEDB. Task: Regression. Given a peptide amino acid sequence and an MHC pseudo amino acid sequence, predict their binding affinity value. This is MHC class II binding data. (1) The peptide sequence is TIPLVALTLTSYLGLK. The MHC is DRB5_0101 with pseudo-sequence DRB5_0101. The binding affinity (normalized) is 0.630. (2) The peptide sequence is DVYYTSAFVFPTKDV. The MHC is DRB1_1501 with pseudo-sequence DRB1_1501. The binding affinity (normalized) is 0.246. (3) The peptide sequence is GKCDSAGRSRRSRRA. The MHC is DRB1_1301 with pseudo-sequence DRB1_1301. The binding affinity (normalized) is 0.851. (4) The peptide sequence is YDKFLANVSTVLTGK. The MHC is DRB1_0101 with pseudo-sequence DRB1_0101. The binding affinity (normalized) is 0.941. (5) The peptide sequence is SACLSPQAYQQGVTVDSIGMLPRFIPENQRTVAVY. The MHC is DRB1_1501 with pseudo-sequence DRB1_1501. The binding affinity (normalized) is 0.763. (6) The peptide sequence is GLLSYVIGLLPQNMV. The MHC is DRB1_0701 with pseudo-sequence DRB1_0701. The binding affinity (normalized) is 0.736. (7) The peptide sequence is VVLFAVFLGSAYGIP. The MHC is DRB1_1501 with pseudo-sequence DRB1_1501. The binding affinity (normalized) is 0.751.